From a dataset of Reaction yield outcomes from USPTO patents with 853,638 reactions. Predict the reaction yield, written as a fraction of the theoretical maximum amount of product (1.0 means a 100% yield; for example, 0.34 means a 34% yield). The reactants are [F:1][C:2]([F:51])([F:50])[C:3]1[CH:4]=[C:5]([C:13]([CH3:49])([CH3:48])[C:14]([N:16]([CH3:47])[C:17]2[C:18]([C:39]3[CH:44]=[CH:43][C:42]([F:45])=[CH:41][C:40]=3[CH3:46])=[CH:19][C:20]([C:23]#[C:24][CH2:25][C@H:26]([NH:31]C(OC(C)(C)C)=O)[C:27]([O:29][CH3:30])=[O:28])=[N:21][CH:22]=2)=[O:15])[CH:6]=[C:7]([C:9]([F:12])([F:11])[F:10])[CH:8]=1.ClCCl. The catalyst is C(S([O-])(=O)=O)(F)(F)F.[Ag+]. The product is [F:50][C:2]([F:1])([F:51])[C:3]1[CH:4]=[C:5]([C:13]([CH3:49])([CH3:48])[C:14]([N:16]([CH3:47])[C:17]2[C:18]([C:39]3[CH:44]=[CH:43][C:42]([F:45])=[CH:41][C:40]=3[CH3:46])=[CH:19][C:20]([C:23]3[CH2:24][CH2:25][C@@H:26]([C:27]([O:29][CH3:30])=[O:28])[N:31]=3)=[N:21][CH:22]=2)=[O:15])[CH:6]=[C:7]([C:9]([F:12])([F:11])[F:10])[CH:8]=1. The yield is 1.00.